From a dataset of Forward reaction prediction with 1.9M reactions from USPTO patents (1976-2016). Predict the product of the given reaction. (1) The product is: [CH:25]1([C:22]2[CH:23]=[N:24][C:16]([NH:15][C:11]3[CH:10]=[C:9]4[C:14](=[CH:13][CH:12]=3)[N:6]([CH2:5][C:4]3[CH:28]=[CH:29][CH:30]=[C:2]([N:35]([CH2:34][CH2:33][O:32][CH3:31])[CH3:36])[CH:3]=3)[CH:7]=[CH:8]4)=[C:17]([CH:21]=2)[C:18]([OH:20])=[O:19])[CH2:27][CH2:26]1. Given the reactants Br[C:2]1[CH:3]=[C:4]([CH:28]=[CH:29][CH:30]=1)[CH2:5][N:6]1[C:14]2[C:9](=[CH:10][C:11]([NH:15][C:16]3[N:24]=[CH:23][C:22]([CH:25]4[CH2:27][CH2:26]4)=[CH:21][C:17]=3[C:18]([OH:20])=[O:19])=[CH:12][CH:13]=2)[CH:8]=[CH:7]1.[CH3:31][O:32][CH2:33][CH2:34][NH:35][CH3:36].C1(P(C2CCCCC2)C2C(OC)=CC=C(OC)C=2C2C(C(C)C)=CC(C(C)C)=CC=2C(C)C)CCCCC1.CC(C)([O-])C.[Na+], predict the reaction product. (2) Given the reactants [CH3:1][C@:2]12[C:9]([CH3:11])([CH3:10])[CH:6]([CH2:7][CH2:8]1)[C:5](=[O:12])[CH2:4][C:3]2=[O:13].C(N(CC)CC)C.[F:21][C:22]([F:37])([F:36])[C:23]1[CH:24]=[C:25]([N:33]=[C:34]=[O:35])[CH:26]=[C:27]([C:29]([F:32])([F:31])[F:30])[CH:28]=1.Cl, predict the reaction product. The product is: [F:21][C:22]([F:36])([F:37])[C:23]1[CH:24]=[C:25]([NH:33][C:34]([CH:4]2[C:5](=[O:12])[CH:6]3[C:9]([CH3:10])([CH3:11])[C@@:2]([CH3:1])([CH2:8][CH2:7]3)[C:3]2=[O:13])=[O:35])[CH:26]=[C:27]([C:29]([F:32])([F:30])[F:31])[CH:28]=1.